Dataset: CYP2C9 inhibition data for predicting drug metabolism from PubChem BioAssay. Task: Regression/Classification. Given a drug SMILES string, predict its absorption, distribution, metabolism, or excretion properties. Task type varies by dataset: regression for continuous measurements (e.g., permeability, clearance, half-life) or binary classification for categorical outcomes (e.g., BBB penetration, CYP inhibition). Dataset: cyp2c9_veith. (1) The drug is CN(C(=O)Cc1ccc(Cl)c(Cl)c1)[C@H](CN1CCCC1)c1cccc(N=C=S)c1. The result is 0 (non-inhibitor). (2) The molecule is C=CC(=O)NC(NC(=O)C=C)c1ccc(Br)cc1. The result is 0 (non-inhibitor). (3) The drug is CCCC(C)NC1=NCCCCC1. The result is 0 (non-inhibitor). (4) The molecule is Cc1cnc(CNc2ncncc2-c2ccccc2CN(C)C)cn1. The result is 0 (non-inhibitor). (5) The molecule is C=CCOc1c2ccc(C(=O)NC3CCCc4ccccc43)cc2nn1C. The result is 0 (non-inhibitor). (6) The drug is CCc1ccc(CCC(=O)O)nc1. The result is 0 (non-inhibitor).